From a dataset of NCI-60 drug combinations with 297,098 pairs across 59 cell lines. Regression. Given two drug SMILES strings and cell line genomic features, predict the synergy score measuring deviation from expected non-interaction effect. Drug 1: CC12CCC(CC1=CCC3C2CCC4(C3CC=C4C5=CN=CC=C5)C)O. Drug 2: COCCOC1=C(C=C2C(=C1)C(=NC=N2)NC3=CC=CC(=C3)C#C)OCCOC.Cl. Cell line: A498. Synergy scores: CSS=17.2, Synergy_ZIP=-0.353, Synergy_Bliss=6.72, Synergy_Loewe=-2.42, Synergy_HSA=4.85.